Predict which catalyst facilitates the given reaction. From a dataset of Catalyst prediction with 721,799 reactions and 888 catalyst types from USPTO. (1) Reactant: [NH2:1][CH:2]1[CH2:7][CH2:6][N:5]([CH2:8][CH2:9][N:10]2[C:19]3[C:14](=[CH:15][CH:16]=[C:17]([O:20][CH3:21])[CH:18]=3)[N:13]=[CH:12][C:11]2=[O:22])[CH2:4][CH2:3]1.[CH3:23][O:24][C:25]1[C:30]2[O:31][CH2:32][CH2:33][O:34][C:29]=2[CH:28]=[C:27]([CH:35]=O)[CH:26]=1.C(O[BH-](OC(=O)C)OC(=O)C)(=O)C.[Na+].C(=O)([O-])O.[Na+]. The catalyst class is: 671. Product: [CH3:21][O:20][C:17]1[CH:18]=[C:19]2[C:14]([N:13]=[CH:12][C:11](=[O:22])[N:10]2[CH2:9][CH2:8][N:5]2[CH2:4][CH2:3][CH:2]([NH:1][CH2:35][C:27]3[CH:26]=[C:25]([O:24][CH3:23])[C:30]4[O:31][CH2:32][CH2:33][O:34][C:29]=4[CH:28]=3)[CH2:7][CH2:6]2)=[CH:15][CH:16]=1. (2) Reactant: Cl.[CH2:2]1[C:10]2[C:5](=[CH:6][CH:7]=[CH:8][CH:9]=2)[CH2:4][NH:3]1.[C:11](O[C:11]([C:13]([F:16])([F:15])[F:14])=[O:12])([C:13]([F:16])([F:15])[F:14])=[O:12]. Product: [F:14][C:13]([F:16])([F:15])[C:11]([N:3]1[CH2:4][C:5]2[C:10](=[CH:9][CH:8]=[CH:7][CH:6]=2)[CH2:2]1)=[O:12]. The catalyst class is: 2. (3) Reactant: C([N:8]1[CH:13]2[CH2:14][CH2:15][CH:9]1[CH2:10][C:11](=[O:16])[CH2:12]2)C1C=CC=CC=1.[C:25](O[C:25]([O:27][C:28]([CH3:31])([CH3:30])[CH3:29])=[O:26])([O:27][C:28]([CH3:31])([CH3:30])[CH3:29])=[O:26]. Product: [C:28]([O:27][C:25]([N:8]1[CH:13]2[CH2:14][CH2:15][CH:9]1[CH2:10][C:11](=[O:16])[CH2:12]2)=[O:26])([CH3:29])([CH3:30])[CH3:31]. The catalyst class is: 25. (4) The catalyst class is: 50. Product: [CH3:14][C:11]1([N:15]2[CH2:16][CH2:17][N:18]([CH2:21][C:22]([O:24][CH2:25][CH3:26])=[O:23])[CH2:19][CH2:20]2)[CH2:12][CH2:13][NH:8][CH2:9][CH2:10]1. Reactant: C([N:8]1[CH2:13][CH2:12][C:11]([N:15]2[CH2:20][CH2:19][N:18]([CH2:21][C:22]([O:24][CH2:25][CH3:26])=[O:23])[CH2:17][CH2:16]2)([CH3:14])[CH2:10][CH2:9]1)C1C=CC=CC=1.[H][H]. (5) Reactant: [CH3:1][O:2][C:3]1[CH:12]=[C:11]2[C:6]([CH:7]=[CH:8][C:9]([OH:13])=[CH:10]2)=[CH:5][CH:4]=1.N1C=CC=CC=1.[F:20][C:21]([F:34])([F:33])[S:22](O[S:22]([C:21]([F:34])([F:33])[F:20])(=[O:24])=[O:23])(=[O:24])=[O:23].C(=O)(O)[O-].[Na+]. Product: [F:20][C:21]([F:34])([F:33])[S:22]([O:13][C:9]1[CH:8]=[CH:7][C:6]2[C:11](=[CH:12][C:3]([O:2][CH3:1])=[CH:4][CH:5]=2)[CH:10]=1)(=[O:24])=[O:23]. The catalyst class is: 4.